The task is: Predict the reaction yield, written as a fraction of the theoretical maximum amount of product (1.0 means a 100% yield; for example, 0.34 means a 34% yield).. This data is from Reaction yield outcomes from USPTO patents with 853,638 reactions. (1) The reactants are O=C(Cl)[O:3][C:4](Cl)(Cl)Cl.[F:9][C:10]1[C:15]([N+:16]([O-:18])=[O:17])=[CH:14][C:13]([NH:19][CH2:20][C:21]2[C:22]([NH:31][CH:32]([CH3:34])[CH3:33])=[CH:23][C:24]([N:27]([O:29][CH3:30])[CH3:28])=[N:25][CH:26]=2)=[C:12]([CH3:35])[CH:11]=1.CCN(CC)CC. The catalyst is O1CCOCC1. The product is [F:9][C:10]1[C:15]([N+:16]([O-:18])=[O:17])=[CH:14][C:13]([N:19]2[CH2:20][C:21]3[CH:26]=[N:25][C:24]([N:27]([O:29][CH3:30])[CH3:28])=[CH:23][C:22]=3[N:31]([CH:32]([CH3:33])[CH3:34])[C:4]2=[O:3])=[C:12]([CH3:35])[CH:11]=1. The yield is 0.700. (2) The catalyst is O1CCCC1. The product is [CH3:21][O:22][C:23](=[O:33])/[C:24](/[O:25][CH2:26][C:27]1[CH:32]=[CH:31][CH:30]=[CH:29][CH:28]=1)=[C:36](\[OH:35])/[C:37]([O:39][C:40]([CH3:43])([CH3:42])[CH3:41])=[O:38]. The yield is 0.350. The reactants are C([N-]C(C)C)(C)C.[Li+].C([Li])CCC.C(NC(C)C)(C)C.[CH3:21][O:22][C:23](=[O:33])[CH2:24][O:25][CH2:26][C:27]1[CH:32]=[CH:31][CH:30]=[CH:29][CH:28]=1.C[O:35][C:36](=O)[C:37]([O:39][C:40]([CH3:43])([CH3:42])[CH3:41])=[O:38]. (3) The reactants are C(O)(C(F)(F)F)=O.[Cl:8][C:9]1[CH:34]=[N:33][C:12]2[N:13]=[C:14]([N:20]3[CH2:23][CH:22]([N:24](C)[C:25](=O)OC(C)(C)C)[CH2:21]3)[C:15]3[N:16]([N:17]=[N:18][N:19]=3)[C:11]=2[CH:10]=1. The catalyst is C(Cl)Cl. The product is [Cl:8][C:9]1[CH:34]=[N:33][C:12]2[N:13]=[C:14]([N:20]3[CH2:23][CH:22]([NH:24][CH3:25])[CH2:21]3)[C:15]3[N:16]([N:17]=[N:18][N:19]=3)[C:11]=2[CH:10]=1. The yield is 0.750. (4) The reactants are [NH2:1][C:2]1[CH:3]=[C:4]([CH:11]=[CH:12][C:13]=1[CH3:14])[C:5]([NH:7][CH:8]1[CH2:10][CH2:9]1)=[O:6].[C:15]1(C)C=CC(S(O)(=O)=O)=CC=1.[NH2:26][CH:27]([C:30]#[N:31])[C:28]#[N:29].C([O-])(=O)C.[Na+]. The catalyst is C(OCC)(OCC)OCC.O. The product is [NH2:29][C:28]1[N:1]([C:2]2[CH:3]=[C:4]([CH:11]=[CH:12][C:13]=2[CH3:14])[C:5]([NH:7][CH:8]2[CH2:9][CH2:10]2)=[O:6])[CH:15]=[N:26][C:27]=1[C:30]#[N:31]. The yield is 0.300. (5) The reactants are [NH2:1][C:2]1[CH:3]=[C:4]([CH:7]=[CH:8][CH:9]=1)[C:5]#[N:6].S(=O)(=O)(O)O.[CH3:15][O:16][C:17]1[C:25]2[O:24][C:23]([CH3:27])([CH3:26])[CH2:22][C:21]=2[CH:20]=[C:19]([CH:28](O)[CH:29]([CH3:31])[CH3:30])[CH:18]=1.C(O)C. The catalyst is C1(C)C=CC=CC=1.C(O)(=O)C.O. The product is [CH3:15][O:16][C:17]1[CH:18]=[C:19]2[C:20](=[C:21]3[CH2:22][C:23]([CH3:27])([CH3:26])[O:24][C:25]=13)[C:5]([C:4]1[CH:3]=[C:2]([NH2:1])[CH:9]=[CH:8][CH:7]=1)=[N:6][C:29]([CH3:31])([CH3:30])[CH2:28]2. The yield is 0.450. (6) The reactants are [CH3:1][C:2]1[C:3]([C:8]([OH:10])=[O:9])=[N:4][CH:5]=[CH:6][N:7]=1.S(=O)(=O)(O)O.[CH3:16]O. No catalyst specified. The product is [CH3:1][C:2]1[C:3]([C:8]([O:10][CH3:16])=[O:9])=[N:4][CH:5]=[CH:6][N:7]=1. The yield is 0.730. (7) The reactants are [CH3:1][N:2]1[CH:7]=[C:6]([C:8]([O:10]C)=[O:9])[CH:5]([CH:12]=[C:13]([CH3:15])[CH3:14])[C:4]([C:16]([O:18][CH3:19])=[O:17])=[CH:3]1.C1COCC1.CO.Cl. The catalyst is [OH-].[Li+]. The product is [CH3:19][O:18][C:16]([C:4]1[CH:5]([CH:12]=[C:13]([CH3:15])[CH3:14])[C:6]([C:8]([OH:10])=[O:9])=[CH:7][N:2]([CH3:1])[CH:3]=1)=[O:17]. The yield is 0.670. (8) No catalyst specified. The reactants are [NH2:1][C:2]1[C:11]2[C:6](=[C:7](I)[CH:8]=[CH:9][CH:10]=2)[N:5]=[N:4][C:3]=1[C:13]([NH:15][CH2:16][CH2:17][CH3:18])=[O:14].[F:19][C:20]1[CH:25]=[CH:24][C:23](B(O)O)=[CH:22][CH:21]=1. The product is [NH2:1][C:2]1[C:11]2[C:6](=[C:7]([C:23]3[CH:24]=[CH:25][C:20]([F:19])=[CH:21][CH:22]=3)[CH:8]=[CH:9][CH:10]=2)[N:5]=[N:4][C:3]=1[C:13]([NH:15][CH2:16][CH2:17][CH3:18])=[O:14]. The yield is 0.470.